This data is from Reaction yield outcomes from USPTO patents with 853,638 reactions. The task is: Predict the reaction yield, written as a fraction of the theoretical maximum amount of product (1.0 means a 100% yield; for example, 0.34 means a 34% yield). (1) The reactants are [CH3:1][O:2][C:3]1[CH:8]=[CH:7][C:6]([NH:9][C:10]2[CH:15]=[CH:14][C:13]([O:16][CH3:17])=[CH:12][CH:11]=2)=[CH:5][CH:4]=1.[F:18][C:19]1[CH:27]=[CH:26][C:22]([C:23](Cl)=[O:24])=[C:21]([C:28]([F:31])([F:30])[F:29])[CH:20]=1.N1C=CC=CC=1. The catalyst is C1COCC1. The product is [F:18][C:19]1[CH:27]=[CH:26][C:22]([C:23]([N:9]([C:6]2[CH:5]=[CH:4][C:3]([O:2][CH3:1])=[CH:8][CH:7]=2)[C:10]2[CH:15]=[CH:14][C:13]([O:16][CH3:17])=[CH:12][CH:11]=2)=[O:24])=[C:21]([C:28]([F:29])([F:30])[F:31])[CH:20]=1. The yield is 0.842. (2) The reactants are CC1(C)[O:9][C:8](=[O:10])[C:5]2([CH2:7][CH2:6]2)[C:4](=[O:11])O1.[CH3:13][C:14]1[CH:15]=[C:16]([CH:18]=[CH:19][C:20]=1[CH3:21])[NH2:17]. The catalyst is C(O)C. The product is [CH3:13][C:14]1[CH:15]=[C:16]([N:17]2[CH2:6][CH2:7][CH:5]([C:8]([OH:9])=[O:10])[C:4]2=[O:11])[CH:18]=[CH:19][C:20]=1[CH3:21]. The yield is 0.860. (3) The reactants are C(N(CC)CC)C.Cl.[Cl:9][C:10]1[CH:11]=[C:12]([NH:17][NH2:18])[CH:13]=[C:14]([Cl:16])[CH:15]=1.[C:19](O[C:19]([O:21][C:22]([CH3:25])([CH3:24])[CH3:23])=[O:20])([O:21][C:22]([CH3:25])([CH3:24])[CH3:23])=[O:20]. The catalyst is CO. The product is [C:22]([O:21][C:19]([NH:18][NH:17][C:12]1[CH:11]=[C:10]([Cl:9])[CH:15]=[C:14]([Cl:16])[CH:13]=1)=[O:20])([CH3:25])([CH3:24])[CH3:23]. The yield is 0.850. (4) The product is [F:1][C:2]1[CH:7]=[C:6]([NH:8][CH2:9][C:10]2[CH:15]=[CH:14][C:13]([CH2:16][N:17]3[C:21]([CH2:22][CH2:23][C:24]4[CH:29]=[CH:28][CH:27]=[CH:26][CH:25]=4)=[CH:20][C:19]([C:30]4[CH:31]=[CH:32][C:33]([C:36]([F:38])([F:37])[F:39])=[CH:34][CH:35]=4)=[N:18]3)=[CH:12][CH:11]=2)[CH:5]=[CH:4][C:3]=1[CH2:40][CH2:41][C:42]([OH:44])=[O:43]. The yield is 0.510. The reactants are [F:1][C:2]1[CH:7]=[C:6]([NH:8][CH2:9][C:10]2[CH:15]=[CH:14][C:13]([CH2:16][N:17]3[C:21]([CH2:22][CH2:23][C:24]4[CH:29]=[CH:28][CH:27]=[CH:26][CH:25]=4)=[CH:20][C:19]([C:30]4[CH:35]=[CH:34][C:33]([C:36]([F:39])([F:38])[F:37])=[CH:32][CH:31]=4)=[N:18]3)=[CH:12][CH:11]=2)[CH:5]=[CH:4][C:3]=1[CH2:40][CH2:41][C:42]([O:44]CC)=[O:43].[OH-].[Na+].O.C(O)(=O)CC(CC(O)=O)(C(O)=O)O. The catalyst is C(O)C.O1CCCC1.